This data is from Reaction yield outcomes from USPTO patents with 853,638 reactions. The task is: Predict the reaction yield, written as a fraction of the theoretical maximum amount of product (1.0 means a 100% yield; for example, 0.34 means a 34% yield). (1) The catalyst is CCOC(C)=O.C([O-])(O)=O.[Na+].O. The reactants are [NH2:1][C:2]1[CH:7]=[CH:6][C:5]([C:8]2[N:9]([CH2:21][CH3:22])[C:10]3[C:15]([C:16]=2[C:17]#[N:18])=[CH:14][CH:13]=[C:12]([O:19][CH3:20])[CH:11]=3)=[CH:4][CH:3]=1.Cl[C:24]([O:26][CH2:27][CH3:28])=[O:25]. The product is [CH2:27]([O:26][C:24](=[O:25])[NH:1][C:2]1[CH:3]=[CH:4][C:5]([C:8]2[N:9]([CH2:21][CH3:22])[C:10]3[C:15]([C:16]=2[C:17]#[N:18])=[CH:14][CH:13]=[C:12]([O:19][CH3:20])[CH:11]=3)=[CH:6][CH:7]=1)[CH3:28]. The yield is 0.550. (2) The catalyst is N1C=CC=CC=1.ClCCl. The yield is 0.400. The reactants are [CH3:1][C:2]1[CH:3]=[CH:4][C:5]([NH:8][C:9](=[O:17])[C:10]2[CH:15]=[CH:14][CH:13]=[CH:12][C:11]=2[NH2:16])=[N:6][CH:7]=1.[N:18]1[CH:23]=[CH:22][C:21]([N:24]2[CH2:29][CH2:28][CH:27]([C:30]([Cl:32])=[O:31])[CH2:26][CH2:25]2)=[CH:20][CH:19]=1. The product is [ClH:32].[CH3:1][C:2]1[CH:3]=[CH:4][C:5]([NH:8][C:9](=[O:17])[C:10]2[CH:15]=[CH:14][CH:13]=[CH:12][C:11]=2[NH:16][C:30]([CH:27]2[CH2:26][CH2:25][N:24]([C:21]3[CH:20]=[CH:19][N:18]=[CH:23][CH:22]=3)[CH2:29][CH2:28]2)=[O:31])=[N:6][CH:7]=1. (3) The reactants are [OH:1][C:2]1[CH:3]=[C:4]([CH:9]=[CH:10][CH:11]=1)[C:5]([O:7][CH3:8])=[O:6].N1C(C)=CC=CC=1C.[F:20][C:21]([F:34])([F:33])[S:22](O[S:22]([C:21]([F:34])([F:33])[F:20])(=[O:24])=[O:23])(=[O:24])=[O:23]. The catalyst is C(Cl)Cl. The product is [F:20][C:21]([F:34])([F:33])[S:22]([O:1][C:2]1[CH:3]=[C:4]([CH:9]=[CH:10][CH:11]=1)[C:5]([O:7][CH3:8])=[O:6])(=[O:24])=[O:23]. The yield is 0.980. (4) The reactants are [CH:1]([OH:3])=[O:2].C(O[C:8](=[O:10])C)(=O)C.C([O-])=O.[Na+].[CH3:15][NH:16][CH2:17][C:18]1[CH:19]=[CH:20][C:21]([N+:27]([O-:29])=[O:28])=[C:22]([CH:26]=1)C(O)=O. The catalyst is O. The product is [CH:8]([N:16]([CH2:17][C:18]1[CH:26]=[CH:22][C:21]([N+:27]([O-:29])=[O:28])=[C:20]([CH:19]=1)[C:1]([OH:3])=[O:2])[CH3:15])=[O:10]. The yield is 0.870. (5) The reactants are Cl.[NH:2]1[CH2:6][CH2:5][C@H:4]([N:7]2[C:11]3=[C:12]4[S:18][CH:17]=[CH:16][C:13]4=[N:14][CH:15]=[C:10]3[N:9]=[C:8]2[C@H:19]([OH:21])[CH3:20])[CH2:3]1.[N:22]12[CH2:25][CH2:24][CH2:23][N:22]=C1CC[CH2:25][CH2:24][CH2:23]2.C(#N)C=C. The catalyst is C(#N)C. The product is [OH:21][C@@H:19]([C:8]1[N:7]([C@H:4]2[CH2:5][CH2:6][N:2]([CH2:25][CH2:24][C:23]#[N:22])[CH2:3]2)[C:11]2=[C:12]3[S:18][CH:17]=[CH:16][C:13]3=[N:14][CH:15]=[C:10]2[N:9]=1)[CH3:20]. The yield is 0.360. (6) The reactants are [CH:1]1([N:6]2[CH:14]=[C:13]3[C:8]([N:9]([CH2:26][CH2:27][CH3:28])[C:10](=[O:25])[N:11](CC4C=CC(OC)=CC=4)[C:12]3=[O:15])=[N:7]2)[CH2:5][CH2:4][CH2:3][CH2:2]1.[N+]([O-])([O-])=O.[Ce+4].[NH4+].[NH4+].[N+]([O-])([O-])=O.[N+]([O-])([O-])=O.[N+]([O-])([O-])=O.[N+]([O-])([O-])=O.[N+]([O-])([O-])=O. The catalyst is C(#N)C.O. The product is [CH:1]1([N:6]2[CH:14]=[C:13]3[C:8]([N:9]([CH2:26][CH2:27][CH3:28])[C:10](=[O:25])[NH:11][C:12]3=[O:15])=[N:7]2)[CH2:2][CH2:3][CH2:4][CH2:5]1. The yield is 0.850.